The task is: Binary Classification. Given a drug SMILES string, predict its activity (active/inactive) in a high-throughput screening assay against a specified biological target.. This data is from HIV replication inhibition screening data with 41,000+ compounds from the AIDS Antiviral Screen. (1) The compound is Cc1ccc([Si](O)(c2ccc(C)cc2)c2ccc(C)cc2)cc1. The result is 0 (inactive). (2) The result is 0 (inactive). The drug is C#CCSc1nnnn1-c1ccccc1.